Dataset: Peptide-MHC class I binding affinity with 185,985 pairs from IEDB/IMGT. Task: Regression. Given a peptide amino acid sequence and an MHC pseudo amino acid sequence, predict their binding affinity value. This is MHC class I binding data. (1) The peptide sequence is MMARDTAEA. The MHC is HLA-B15:01 with pseudo-sequence HLA-B15:01. The binding affinity (normalized) is 0.149. (2) The peptide sequence is YVPSAEDNY. The MHC is HLA-A33:01 with pseudo-sequence HLA-A33:01. The binding affinity (normalized) is 0. (3) The peptide sequence is KLMALELFK. The MHC is HLA-A02:06 with pseudo-sequence HLA-A02:06. The binding affinity (normalized) is 0.427. (4) The peptide sequence is KEINFLSQT. The MHC is HLA-B18:01 with pseudo-sequence HLA-B18:01. The binding affinity (normalized) is 0.0523. (5) The MHC is HLA-A24:02 with pseudo-sequence HLA-A24:02. The binding affinity (normalized) is 0. The peptide sequence is RPAPGAAGP.